This data is from Catalyst prediction with 721,799 reactions and 888 catalyst types from USPTO. The task is: Predict which catalyst facilitates the given reaction. (1) Reactant: [CH3:1][O:2][CH2:3][CH2:4][OH:5].[H-].[Na+].[CH2:8]([O:15][C:16]1[C:21]([CH3:22])=[CH:20][C:19]([C:23]2[NH:32][C:31](=[O:33])[C:30]3[C:25](=[CH:26][C:27]([F:35])=[CH:28][C:29]=3F)[N:24]=2)=[CH:18][C:17]=1[CH3:36])[C:9]1[CH:14]=[CH:13][CH:12]=[CH:11][CH:10]=1.O. Product: [CH2:8]([O:15][C:16]1[C:17]([CH3:36])=[CH:18][C:19]([C:23]2[NH:32][C:31](=[O:33])[C:30]3[C:25](=[CH:26][C:27]([F:35])=[CH:28][C:29]=3[O:5][CH2:4][CH2:3][O:2][CH3:1])[N:24]=2)=[CH:20][C:21]=1[CH3:22])[C:9]1[CH:14]=[CH:13][CH:12]=[CH:11][CH:10]=1. The catalyst class is: 640. (2) Reactant: [OH-].[NH4+:2].[CH3:3][N:4]([N:6]=[N:7][C:8]1[CH:12]=[C:11]([N+:13]([O-:15])=[O:14])[S:10][C:9]=1[C:16]([O:18]C)=O)[CH3:5].O. Product: [CH3:3][N:4]([N:6]=[N:7][C:8]1[CH:12]=[C:11]([N+:13]([O-:15])=[O:14])[S:10][C:9]=1[C:16]([NH2:2])=[O:18])[CH3:5]. The catalyst class is: 1. (3) The catalyst class is: 354. Product: [Cl:26][C:19]1[CH:20]=[C:21]([Cl:25])[CH:22]=[C:23]([Cl:24])[C:18]=1[S:15]([N:14]([CH2:13][O:12][CH2:11][CH2:10][CH2:9][OH:8])[CH3:27])(=[O:16])=[O:17]. Reactant: C([O:8][CH2:9][CH2:10][CH2:11][O:12][CH2:13][N:14]([CH3:27])[S:15]([C:18]1[C:23]([Cl:24])=[CH:22][C:21]([Cl:25])=[CH:20][C:19]=1[Cl:26])(=[O:17])=[O:16])C1C=CC=CC=1. (4) Reactant: C(OC([N:11]1[CH2:16][CH2:15][CH:14]([C:17]2[N:18]=[N:19][C:20]([C:39]3[CH:44]=[CH:43][CH:42]=[C:41]([C:45]([F:48])([F:47])[F:46])[CH:40]=3)=[C:21]([C:24]3[CH:29]=[CH:28][N:27]=[C:26]([NH:30][CH:31]([C:33]4[CH:38]=[CH:37][CH:36]=[CH:35][CH:34]=4)[CH3:32])[N:25]=3)[C:22]=2[CH3:23])[CH2:13][CH2:12]1)=O)C1C=CC=CC=1. Product: [CH3:23][C:22]1[C:21]([C:24]2[CH:29]=[CH:28][N:27]=[C:26]([NH:30][CH:31]([C:33]3[CH:38]=[CH:37][CH:36]=[CH:35][CH:34]=3)[CH3:32])[N:25]=2)=[C:20]([C:39]2[CH:44]=[CH:43][CH:42]=[C:41]([C:45]([F:48])([F:46])[F:47])[CH:40]=2)[N:19]=[N:18][C:17]=1[CH:14]1[CH2:13][CH2:12][NH:11][CH2:16][CH2:15]1. The catalyst class is: 256. (5) Reactant: [C:1]([O:5][C:6](=[O:28])[NH:7][C:8]1([C:12]2[CH:17]=[CH:16][C:15]([C:18](=O)[CH:19](Br)[C:20]3[CH:25]=[CH:24][CH:23]=[CH:22][CH:21]=3)=[CH:14][CH:13]=2)[CH2:11][CH2:10][CH2:9]1)([CH3:4])([CH3:3])[CH3:2].[NH2:29][C:30]1[CH:35]=[CH:34][C:33]([O:36][CH2:37][CH3:38])=[CH:32][N:31]=1. Product: [C:1]([O:5][C:6](=[O:28])[NH:7][C:8]1([C:12]2[CH:13]=[CH:14][C:15]([C:18]3[N:29]=[C:30]4[CH:35]=[CH:34][C:33]([O:36][CH2:37][CH3:38])=[CH:32][N:31]4[C:19]=3[C:20]3[CH:21]=[CH:22][CH:23]=[CH:24][CH:25]=3)=[CH:16][CH:17]=2)[CH2:9][CH2:10][CH2:11]1)([CH3:3])([CH3:2])[CH3:4]. The catalyst class is: 8. (6) Reactant: CC1(C)[O:6][CH:5]([CH2:7][C:8]2[CH:17]=[C:16]3[C:11]([CH2:12][CH2:13][C:14](=[O:18])[NH:15]3)=[CH:10][C:9]=2[O:19][CH3:20])[CH2:4][O:3]1.Cl. Product: [OH:6][CH:5]([CH2:4][OH:3])[CH2:7][C:8]1[CH:17]=[C:16]2[C:11]([CH2:12][CH2:13][C:14](=[O:18])[NH:15]2)=[CH:10][C:9]=1[O:19][CH3:20]. The catalyst class is: 111.